From a dataset of Forward reaction prediction with 1.9M reactions from USPTO patents (1976-2016). Predict the product of the given reaction. (1) Given the reactants O[C:2]1([C:24]2[C:33]([OH:34])=[CH:32][C:27]3[O:28][CH2:29][CH2:30][O:31][C:26]=3[CH:25]=2)[C:10]2[C:5](=[CH:6][CH:7]=[C:8]3[N:13]=[CH:12][S:11][C:9]3=2)[N:4]([CH2:14][C:15]2[CH:20]=[CH:19][C:18]([O:21][CH3:22])=[CH:17][CH:16]=2)[C:3]1=[O:23].ClC1C=CC=C2C=1C(O)(C1C(O)=CC3OCCC=3C=1)C(=O)N2C(C1C=CC=CC=1)C1C=CC=CC=1, predict the reaction product. The product is: [OH:34][C:33]1[C:24]([CH:2]2[C:10]3[C:5](=[CH:6][CH:7]=[C:8]4[N:13]=[CH:12][S:11][C:9]4=3)[N:4]([CH2:14][C:15]3[CH:20]=[CH:19][C:18]([O:21][CH3:22])=[CH:17][CH:16]=3)[C:3]2=[O:23])=[CH:25][C:26]2[O:31][CH2:30][CH2:29][O:28][C:27]=2[CH:32]=1. (2) Given the reactants [CH2:1]([N:3]([CH2:30][CH3:31])[C:4](=[O:29])[CH:5]([N:12]1[CH2:17][CH2:16][N:15]([C:18]2[CH:23]=[CH:22][C:21]([C:24]([NH:26][NH2:27])=[O:25])=[CH:20][C:19]=2[F:28])[CH2:14][CH2:13]1)[C:6]1[CH:11]=[CH:10][CH:9]=[CH:8][CH:7]=1)[CH3:2].[C:32](Cl)(=O)[CH:33]([CH3:35])[CH3:34], predict the reaction product. The product is: [CH2:30]([N:3]([CH2:1][CH3:2])[C:4](=[O:29])[CH:5]([N:12]1[CH2:13][CH2:14][N:15]([C:18]2[CH:23]=[CH:22][C:21]([C:24]3[O:25][C:32]([CH:33]([CH3:35])[CH3:34])=[N:27][N:26]=3)=[CH:20][C:19]=2[F:28])[CH2:16][CH2:17]1)[C:6]1[CH:11]=[CH:10][CH:9]=[CH:8][CH:7]=1)[CH3:31]. (3) Given the reactants [NH2:1][C:2]1[C:21]([Br:22])=[CH:20][C:19]([O:23][C:24]([F:27])([F:26])[F:25])=[CH:18][C:3]=1[C:4]([NH:6][CH2:7][C:8]1[CH:13]=[C:12]([Cl:14])[CH:11]=[CH:10][C:9]=1[S:15][CH2:16][CH3:17])=[O:5].ClC1C(C2OCCO2)=C(OC(F)(F)F)C=C2C=1N[C:36](=[O:39])N(CC1C=C(Cl)C=CC=1S(CC)(=O)=O)C2=O, predict the reaction product. The product is: [Br:22][C:21]1[CH:20]=[C:19]([O:23][C:24]([F:26])([F:25])[F:27])[CH:18]=[C:3]2[C:2]=1[NH:1][C:36](=[O:39])[N:6]([CH2:7][C:8]1[CH:13]=[C:12]([Cl:14])[CH:11]=[CH:10][C:9]=1[S:15][CH2:16][CH3:17])[C:4]2=[O:5]. (4) Given the reactants [CH2:1]([O:3][C:4](=[O:18])[C:5]1[CH:10]=[CH:9][C:8]([N:11]2[CH2:16][CH2:15][CH:14](O)[CH2:13][CH2:12]2)=[CH:7][CH:6]=1)[CH3:2].CCN(S(F)(F)[F:25])CC, predict the reaction product. The product is: [CH2:1]([O:3][C:4](=[O:18])[C:5]1[CH:10]=[CH:9][C:8]([N:11]2[CH2:16][CH2:15][CH:14]([F:25])[CH2:13][CH2:12]2)=[CH:7][CH:6]=1)[CH3:2]. (5) The product is: [Cl:21][C:14]1[CH:15]=[C:16]([O:19][CH3:20])[CH:17]=[CH:18][C:13]=1[C:9]1[N:4]2[N:5]=[C:6]([CH3:8])[CH:7]=[C:2]([NH:27][CH:24]([CH2:25][CH3:26])[CH2:22][CH3:23])[C:3]2=[CH:11][C:10]=1[CH3:12]. Given the reactants Br[C:2]1[C:3]2[N:4]([C:9]([C:13]3[CH:18]=[CH:17][C:16]([O:19][CH3:20])=[CH:15][C:14]=3[Cl:21])=[C:10]([CH3:12])[CH:11]=2)[N:5]=[C:6]([CH3:8])[CH:7]=1.[CH2:22]([CH:24]([NH2:27])[CH2:25][CH3:26])[CH3:23].C1(PC2C=CC=CC=2)C=CC=CC=1.C([O-])([O-])=O.[Cs+].[Cs+], predict the reaction product. (6) Given the reactants [CH:1]([C:4]1[CH:5]=[C:6]([CH:9]=[CH:10][CH:11]=1)[CH:7]=O)([CH3:3])[CH3:2].[NH2:12][C:13]1[N:14]=[N:15][C:16]([CH3:19])=[CH:17][CH:18]=1.C([O:22][C:23](=O)[C:24]([OH:35])=[CH:25][C:26](=[O:34])[C:27]1[CH:32]=[CH:31][C:30]([CH3:33])=[CH:29][CH:28]=1)C, predict the reaction product. The product is: [OH:35][C:24]1[C:23](=[O:22])[N:12]([C:13]2[N:14]=[N:15][C:16]([CH3:19])=[CH:17][CH:18]=2)[CH:7]([C:6]2[CH:9]=[CH:10][CH:11]=[C:4]([CH:1]([CH3:3])[CH3:2])[CH:5]=2)[C:25]=1[C:26](=[O:34])[C:27]1[CH:32]=[CH:31][C:30]([CH3:33])=[CH:29][CH:28]=1. (7) The product is: [Cl:16][C:17]1[CH:29]=[CH:28][CH:27]=[CH:26][C:18]=1[CH2:19][N:20]1[CH:24]=[N:23][C:22]([NH:25][C:2]2[CH:3]=[CH:4][C:5]([N:10]3[CH:14]=[C:13]([CH3:15])[N:12]=[CH:11]3)=[C:6]([CH:9]=2)[C:7]#[N:8])=[N:21]1. Given the reactants Br[C:2]1[CH:3]=[CH:4][C:5]([N:10]2[CH:14]=[C:13]([CH3:15])[N:12]=[CH:11]2)=[C:6]([CH:9]=1)[C:7]#[N:8].[Cl:16][C:17]1[CH:29]=[CH:28][CH:27]=[CH:26][C:18]=1[CH2:19][N:20]1[CH:24]=[N:23][C:22]([NH2:25])=[N:21]1, predict the reaction product. (8) The product is: [CH3:1][O:2][C:3](=[O:12])[C:4]1[CH:9]=[C:8]([O:10][CH2:18][C:17]2[CH:20]=[CH:21][C:14]([Cl:13])=[CH:15][CH:16]=2)[CH:7]=[C:6]([Cl:11])[CH:5]=1. Given the reactants [CH3:1][O:2][C:3](=[O:12])[C:4]1[CH:9]=[C:8]([OH:10])[CH:7]=[C:6]([Cl:11])[CH:5]=1.[Cl:13][C:14]1[CH:21]=[CH:20][C:17]([CH2:18]Br)=[CH:16][CH:15]=1.C(=O)([O-])[O-].[Cs+].[Cs+], predict the reaction product.